The task is: Predict which catalyst facilitates the given reaction.. This data is from Catalyst prediction with 721,799 reactions and 888 catalyst types from USPTO. (1) Reactant: Cl[CH2:2][CH2:3][CH2:4][O:5][C:6](=[O:32])[NH:7][C:8]1[CH:13]=[CH:12][C:11]([C:14]2[N:15]([CH:28]3[CH2:31][CH2:30][CH2:29]3)[C:16]3[C:21]([C:22]=2[C:23]#[N:24])=[CH:20][CH:19]=[C:18]([O:25][CH2:26][CH3:27])[CH:17]=3)=[CH:10][CH:9]=1.C([O-])([O-])=O.[K+].[K+].O. Product: [CH:28]1([N:15]2[C:16]3[C:21](=[CH:20][CH:19]=[C:18]([O:25][CH2:26][CH3:27])[CH:17]=3)[C:22]([C:23]#[N:24])=[C:14]2[C:11]2[CH:12]=[CH:13][C:8]([N:7]3[CH2:2][CH2:3][CH2:4][O:5][C:6]3=[O:32])=[CH:9][CH:10]=2)[CH2:31][CH2:30][CH2:29]1. The catalyst class is: 3. (2) Reactant: C(N[CH2:9][CH2:10][CH2:11][CH2:12][CH2:13][C:14]([OH:16])=[O:15])(OC(C)(C)C)=O.[CH2:17](O)[CH2:18][OH:19]. Product: [C:14]([O:16][CH2:17][CH2:18][OH:19])(=[O:15])[CH2:13][CH2:12][CH2:11][CH2:10][CH3:9]. The catalyst class is: 2. (3) Reactant: [CH3:1][C:2]1[O:3][C:4]([CH3:13])=[CH:5][C:6](=[C:8]([C:11]#[N:12])[C:9]#[N:10])[CH:7]=1.C(OC([N:21]([CH2:32][C:33]1[CH:38]=[CH:37][C:36]([NH:39]C(=O)OC(C)(C)C)=[CH:35][CH:34]=1)[C:22]1[CH:27]=[CH:26][C:25]([CH:28]=O)=[CH:24][C:23]=1[O:30][CH3:31])=O)(C)(C)C.N1CCCCC1. Product: [NH2:39][C:36]1[CH:37]=[CH:38][C:33]([CH2:32][NH:21][C:22]2[CH:27]=[CH:26][C:25](/[CH:28]=[CH:13]/[C:4]3[O:3][C:2]([CH3:1])=[CH:7][C:6](=[C:8]([C:11]#[N:12])[C:9]#[N:10])[CH:5]=3)=[CH:24][C:23]=2[O:30][CH3:31])=[CH:34][CH:35]=1. The catalyst class is: 14. (4) Reactant: [NH:1]1[CH2:6][CH2:5][CH:4]([CH2:7][NH:8][C:9](=[O:24])[C:10]2[CH:15]=[C:14]([C:16]([F:19])([F:18])[F:17])[CH:13]=[C:12]([C:20]([F:23])([F:22])[F:21])[CH:11]=2)[CH2:3][CH2:2]1.[CH3:25][CH2:26][N:27](C(C)C)C(C)C.BrCC#N. Product: [C:26]([CH2:25][N:1]1[CH2:6][CH2:5][CH:4]([CH2:7][NH:8][C:9](=[O:24])[C:10]2[CH:11]=[C:12]([C:20]([F:21])([F:22])[F:23])[CH:13]=[C:14]([C:16]([F:18])([F:19])[F:17])[CH:15]=2)[CH2:3][CH2:2]1)#[N:27]. The catalyst class is: 23. (5) Reactant: [CH3:1][O:2][C:3]1[C:8]([O:9][CH3:10])=[CH:7][CH:6]=[CH:5][C:4]=1[C@@H:11]1[C:17]2[CH:18]=[C:19]([C:22]([F:25])([F:24])[F:23])[CH:20]=[CH:21][C:16]=2[N:15]2[C:26]([C:29]([F:32])([F:31])[F:30])=[N:27][N:28]=[C:14]2[C@@H:13]([CH2:33][C:34]([O:36]C)=[O:35])[S:12]1.Cl. Product: [CH3:1][O:2][C:3]1[C:8]([O:9][CH3:10])=[CH:7][CH:6]=[CH:5][C:4]=1[C@@H:11]1[C:17]2[CH:18]=[C:19]([C:22]([F:23])([F:24])[F:25])[CH:20]=[CH:21][C:16]=2[N:15]2[C:26]([C:29]([F:32])([F:31])[F:30])=[N:27][N:28]=[C:14]2[C@@H:13]([CH2:33][C:34]([OH:36])=[O:35])[S:12]1. The catalyst class is: 12. (6) Reactant: Br[C:2]1[N:3]=[C:4]([C:7]([O:11][CH3:12])([O:9][CH3:10])[CH3:8])[S:5][CH:6]=1.[Li]CCCC.CN([CH:21]=[O:22])C.O. Product: [CH3:10][O:9][C:7]([C:4]1[S:5][CH:6]=[C:2]([CH:21]=[O:22])[N:3]=1)([O:11][CH3:12])[CH3:8]. The catalyst class is: 28.